This data is from Forward reaction prediction with 1.9M reactions from USPTO patents (1976-2016). The task is: Predict the product of the given reaction. (1) Given the reactants [F:1][C:2]1[CH:19]=[C:18]([I:20])[CH:17]=[CH:16][C:3]=1[NH:4][C:5]1[C:6]([C:13]([OH:15])=[O:14])=[CH:7][N:8]([CH3:12])[C:9](=[O:11])[CH:10]=1.N1C=CC=CC=1.FC(F)(F)C(O[C:32]1[C:37]([F:38])=[C:36]([F:39])[C:35]([F:40])=[C:34]([F:41])[C:33]=1[F:42])=O, predict the reaction product. The product is: [F:1][C:2]1[CH:19]=[C:18]([I:20])[CH:17]=[CH:16][C:3]=1[NH:4][C:5]1[C:6]([C:13]([O:15][C:32]2[C:33]([F:42])=[C:34]([F:41])[C:35]([F:40])=[C:36]([F:39])[C:37]=2[F:38])=[O:14])=[CH:7][N:8]([CH3:12])[C:9](=[O:11])[CH:10]=1. (2) Given the reactants [CH3:1][C:2]1([CH3:10])[C:7](=[O:8])[CH:6]=[CH:5][NH:4][C:3]1=[O:9].[F:11][C:12]1[CH:13]=[C:14]([Mg]Br)[CH:15]=[C:16]([F:18])[CH:17]=1, predict the reaction product. The product is: [F:11][C:12]1[CH:13]=[C:14]([CH:5]2[NH:4][C:3](=[O:9])[C:2]([CH3:10])([CH3:1])[C:7](=[O:8])[CH2:6]2)[CH:15]=[C:16]([F:18])[CH:17]=1. (3) Given the reactants [C:1]([O:5][C:6]([N:8]1[CH2:13][CH2:12][CH:11]([NH2:14])[CH2:10][CH2:9]1)=[O:7])([CH3:4])([CH3:3])[CH3:2].[CH3:15][N:16]([CH3:28])[C:17]1[CH:24]=[CH:23][C:20]([CH:21]=O)=[CH:19][C:18]=1[N+:25]([O-:27])=[O:26].[BH4-].[Na+].C(O)(=O)C, predict the reaction product. The product is: [C:1]([O:5][C:6]([N:8]1[CH2:13][CH2:12][CH:11]([NH:14][CH2:21][C:20]2[CH:23]=[CH:24][C:17]([N:16]([CH3:15])[CH3:28])=[C:18]([N+:25]([O-:27])=[O:26])[CH:19]=2)[CH2:10][CH2:9]1)=[O:7])([CH3:4])([CH3:2])[CH3:3]. (4) The product is: [CH3:18][O:15][C:14]([C:3]1[C:2]([NH2:1])=[CH:7][N:6]=[C:5]([C:8]2[CH:13]=[CH:12][CH:11]=[CH:10][CH:9]=2)[N:4]=1)=[O:16]. Given the reactants [NH2:1][C:2]1[C:3]([C:14]([OH:16])=[O:15])=[N:4][C:5]([C:8]2[CH:13]=[CH:12][CH:11]=[CH:10][CH:9]=2)=[N:6][CH:7]=1.F[C:18](F)(F)C(OC(=O)C(F)(F)F)=O, predict the reaction product. (5) The product is: [CH:4]([C:5]1[O:6][C:7]2[CH:13]=[C:12]([C:14]([O:16][CH3:17])=[O:15])[CH:11]=[CH:10][C:8]=2[CH:9]=1)=[O:3]. Given the reactants C([O:3][CH:4](OCC)[C:5]1[O:6][C:7]2[CH:13]=[C:12]([C:14]([O:16][CH3:17])=[O:15])[CH:11]=[CH:10][C:8]=2[CH:9]=1)C.C(O)=O, predict the reaction product. (6) Given the reactants [CH2:1]([N:8]1[CH2:14][CH:13]2[C:15](=O)[CH:10]([CH2:11][CH2:12]2)[CH2:9]1)[C:2]1[CH:7]=[CH:6][CH:5]=[CH:4][CH:3]=1.[CH3:17][NH:18][CH3:19], predict the reaction product. The product is: [CH2:1]([N:8]1[CH2:14][CH:13]2[CH:15]([N:18]([CH3:19])[CH3:17])[CH:10]([CH2:11][CH2:12]2)[CH2:9]1)[C:2]1[CH:7]=[CH:6][CH:5]=[CH:4][CH:3]=1.